Dataset: NCI-60 drug combinations with 297,098 pairs across 59 cell lines. Task: Regression. Given two drug SMILES strings and cell line genomic features, predict the synergy score measuring deviation from expected non-interaction effect. Drug 1: C1=NC(=NC(=O)N1C2C(C(C(O2)CO)O)O)N. Drug 2: C1=NC2=C(N1)C(=S)N=CN2. Cell line: SF-295. Synergy scores: CSS=49.6, Synergy_ZIP=-3.40, Synergy_Bliss=-1.13, Synergy_Loewe=-3.41, Synergy_HSA=3.00.